From a dataset of Tyrosyl-DNA phosphodiesterase HTS with 341,365 compounds. Binary Classification. Given a drug SMILES string, predict its activity (active/inactive) in a high-throughput screening assay against a specified biological target. (1) The compound is O1C(c2c(cc3C(OC(=O)c3c2)CC(OCC)=O)C1=O)CC(OCC)=O. The result is 0 (inactive). (2) The compound is On\1n(nc([N+]([O-])=O)c1=N/C1CCCC1)c1cc2OCCOc2cc1. The result is 0 (inactive).